Dataset: Forward reaction prediction with 1.9M reactions from USPTO patents (1976-2016). Task: Predict the product of the given reaction. (1) Given the reactants C(=O)([O-])[O-].[K+].[K+].[CH3:7][O:8][C:9]1[CH:13]=[N:12][N:11]([C:14]2[CH:19]=[CH:18][C:17](B3OC(C)(C)C(C)(C)O3)=[CH:16][CH:15]=2)[N:10]=1.I[C:30]1[CH:35]=[CH:34][N:33]([CH2:36][CH2:37][C@@:38]([CH3:53])([S:49]([CH3:52])(=[O:51])=[O:50])[C:39]([NH:41][O:42][CH:43]2[CH2:48][CH2:47][CH2:46][CH2:45][O:44]2)=[O:40])[C:32](=[O:54])[CH:31]=1.O, predict the reaction product. The product is: [CH3:7][O:8][C:9]1[CH:13]=[N:12][N:11]([C:14]2[CH:15]=[CH:16][C:17]([C:30]3[CH:35]=[CH:34][N:33]([CH2:36][CH2:37][C@@:38]([CH3:53])([S:49]([CH3:52])(=[O:51])=[O:50])[C:39]([NH:41][O:42][CH:43]4[CH2:48][CH2:47][CH2:46][CH2:45][O:44]4)=[O:40])[C:32](=[O:54])[CH:31]=3)=[CH:18][CH:19]=2)[N:10]=1. (2) Given the reactants C([O:8][CH2:9][CH2:10][CH2:11][CH2:12][CH2:13][CH:14]([O:24][CH2:25][O:26][CH2:27][CH2:28][O:29][CH3:30])[CH2:15][O:16][C:17]1[CH:22]=[CH:21][C:20]([F:23])=[CH:19][CH:18]=1)C1C=CC=CC=1, predict the reaction product. The product is: [F:23][C:20]1[CH:19]=[CH:18][C:17]([O:16][CH2:15][CH:14]([O:24][CH2:25][O:26][CH2:27][CH2:28][O:29][CH3:30])[CH2:13][CH2:12][CH2:11][CH2:10][CH2:9][OH:8])=[CH:22][CH:21]=1. (3) Given the reactants [CH3:1][N:2]1[CH2:7][CH2:6][CH:5]([O:8][C:9]2[N:14]=[C:13]([NH2:15])[CH:12]=[CH:11][CH:10]=2)[CH2:4][CH2:3]1.[Cl:16][C:17]1[CH:25]=[CH:24][CH:23]=[CH:22][C:18]=1[C:19](Cl)=[O:20], predict the reaction product. The product is: [ClH:16].[Cl:16][C:17]1[CH:25]=[CH:24][CH:23]=[CH:22][C:18]=1[C:19]([NH:15][C:13]1[CH:12]=[CH:11][CH:10]=[C:9]([O:8][CH:5]2[CH2:4][CH2:3][N:2]([CH3:1])[CH2:7][CH2:6]2)[N:14]=1)=[O:20].